Dataset: Peptide-MHC class I binding affinity with 185,985 pairs from IEDB/IMGT. Task: Regression. Given a peptide amino acid sequence and an MHC pseudo amino acid sequence, predict their binding affinity value. This is MHC class I binding data. (1) The peptide sequence is WLKGNISPV. The MHC is HLA-A11:01 with pseudo-sequence HLA-A11:01. The binding affinity (normalized) is 0.0847. (2) The peptide sequence is IPMFNKGHF. The MHC is H-2-Dd with pseudo-sequence H-2-Dd. The binding affinity (normalized) is 0. (3) The peptide sequence is IEVKFHPIL. The MHC is HLA-A11:01 with pseudo-sequence HLA-A11:01. The binding affinity (normalized) is 0.0847. (4) The peptide sequence is PPPPLQHPI. The MHC is HLA-B15:01 with pseudo-sequence HLA-B15:01. The binding affinity (normalized) is 0.0847.